Regression. Given a peptide amino acid sequence and an MHC pseudo amino acid sequence, predict their binding affinity value. This is MHC class I binding data. From a dataset of Peptide-MHC class I binding affinity with 185,985 pairs from IEDB/IMGT. (1) The MHC is Mamu-A11 with pseudo-sequence Mamu-A11. The peptide sequence is IDGNQTNIT. The binding affinity (normalized) is 0. (2) The peptide sequence is QGWKGSPAI. The MHC is HLA-B51:01 with pseudo-sequence HLA-B51:01. The binding affinity (normalized) is 0.186. (3) The MHC is HLA-A33:01 with pseudo-sequence HLA-A33:01. The binding affinity (normalized) is 0.239. The peptide sequence is VTFQGKFKK. (4) The peptide sequence is AASCGGAVF. The MHC is HLA-B51:01 with pseudo-sequence HLA-B51:01. The binding affinity (normalized) is 0.0206.